Task: Predict the product of the given reaction.. Dataset: Forward reaction prediction with 1.9M reactions from USPTO patents (1976-2016) Given the reactants [CH:1]([O:4][CH:5]([CH2:11][C:12]1[C:20]2[C:15](=[CH:16][CH:17]=[CH:18][CH:19]=2)[N:14](COC)[CH:13]=1)[C:6]([O:8][CH2:9][CH3:10])=[O:7])([CH3:3])[CH3:2].Cl.O.C(=O)([O-])O.[Na+], predict the reaction product. The product is: [NH:14]1[C:15]2[C:20](=[CH:19][CH:18]=[CH:17][CH:16]=2)[C:12]([CH2:11][CH:5]([O:4][CH:1]([CH3:2])[CH3:3])[C:6]([O:8][CH2:9][CH3:10])=[O:7])=[CH:13]1.